This data is from Full USPTO retrosynthesis dataset with 1.9M reactions from patents (1976-2016). The task is: Predict the reactants needed to synthesize the given product. (1) Given the product [ClH:45].[CH3:4][C:3]1[CH:41]=[CH:42][C:43]([CH2:44][N:40]([CH:50]2[CH2:49][CH2:16][N:15]([CH3:12])[CH2:18][CH2:20]2)[C:9](=[O:11])[CH2:8][C:5]2[CH:4]=[CH:3][C:2]([Br:1])=[CH:7][CH:6]=2)=[CH:7][CH:2]=1, predict the reactants needed to synthesize it. The reactants are: [Br:1][C:2]1[CH:7]=[CH:6][C:5]([CH2:8][C:9]([OH:11])=O)=[CH:4][CH:3]=1.[CH:12]([N:15]([CH:18]([CH3:20])C)[CH2:16]C)(C)C.F[P-](F)(F)(F)(F)F.Br[P+]([N:40]1[CH2:44][CH2:43][CH2:42][CH2:41]1)([N:40]1[CH2:44][CH2:43][CH2:42][CH2:41]1)[N:40]1[CH2:44][CH2:43][CH2:42][CH2:41]1.[ClH:45].C(O[CH2:49][CH3:50])C. (2) Given the product [NH2:3][C:4]1[C:9]([F:10])=[C:8]([C:11]2[CH:12]=[CH:13][C:14]([I:17])=[CH:15][CH:16]=2)[N:7]=[C:6]([C:18]([OH:20])=[O:19])[C:5]=1[Cl:22], predict the reactants needed to synthesize it. The reactants are: [OH-].[Na+].[NH2:3][C:4]1[C:9]([F:10])=[C:8]([C:11]2[CH:16]=[CH:15][C:14]([I:17])=[CH:13][CH:12]=2)[N:7]=[C:6]([C:18]([O:20]C)=[O:19])[C:5]=1[Cl:22].Cl. (3) The reactants are: [NH2:1][C:2]1[CH:3]=[CH:4][C:5]([Cl:11])=[C:6]([CH:10]=1)[C:7]([OH:9])=[O:8].[C:12](Cl)(=[O:14])[CH3:13].C(N(CC)CC)C.O. Given the product [C:12]([NH:1][C:2]1[CH:3]=[CH:4][C:5]([Cl:11])=[C:6]([CH:10]=1)[C:7]([OH:9])=[O:8])(=[O:14])[CH3:13], predict the reactants needed to synthesize it. (4) Given the product [O:1]=[C:2]1[O:6][CH2:5][C@@H:4]([C:7]2[CH:17]=[CH:16][C:10]3[O:11][CH2:12][C:13](=[O:15])[NH:14][C:9]=3[CH:8]=2)[C@H:3]1[C:18]1[CH:23]=[CH:22][CH:21]=[CH:20][CH:19]=1, predict the reactants needed to synthesize it. The reactants are: [O:1]=[C:2]1[O:6][CH2:5][C:4]([C:7]2[CH:17]=[CH:16][C:10]3[O:11][CH2:12][C:13](=[O:15])[NH:14][C:9]=3[CH:8]=2)=[C:3]1[C:18]1[CH:23]=[CH:22][CH:21]=[CH:20][CH:19]=1. (5) Given the product [Br:12][C:8]1[C:7]([CH3:11])=[C:3]([C:2]([OH:1])=[CH:10][CH:9]=1)[C:4]([OH:6])=[O:5], predict the reactants needed to synthesize it. The reactants are: [OH:1][C:2]1[CH:10]=[CH:9][CH:8]=[C:7]([CH3:11])[C:3]=1[C:4]([OH:6])=[O:5].[Br:12]N1C(=O)CCC1=O.S(=O)(=O)(O)[O-].[Na+]. (6) Given the product [Cl:1][C:2]1[C:3]([CH3:9])=[C:4]([C:31]#[C:30][CH2:29][OH:32])[CH:5]=[CH:6][CH:7]=1, predict the reactants needed to synthesize it. The reactants are: [Cl:1][C:2]1[CH:7]=[CH:6][CH:5]=[C:4](I)[C:3]=1[CH3:9].C1(P(C2C=CC=CC=2)C2C=CC=CC=2)C=CC=CC=1.[CH2:29]([OH:32])[C:30]#[CH:31].C(N(C(C)C)CC)(C)C. (7) Given the product [Br:21][C:13]1[C:8]([N:4]2[CH2:5][CH2:6][CH2:7][C:2]([CH3:20])([CH3:1])[CH2:3]2)=[CH:9][C:10]([NH:14][C:15]([NH:17][CH2:18][CH3:19])=[O:16])=[N:11][CH:12]=1, predict the reactants needed to synthesize it. The reactants are: [CH3:1][C:2]1([CH3:20])[CH2:7][CH2:6][CH2:5][N:4]([C:8]2[CH:13]=[CH:12][N:11]=[C:10]([NH:14][C:15]([NH:17][CH2:18][CH3:19])=[O:16])[CH:9]=2)[CH2:3]1.[Br:21]NC(=O)CCC(N)=O. (8) Given the product [C:26]([O:25][N:32]([CH2:30][CH3:31])[CH2:33][C:19]1[CH:18]=[CH:15][C:14]([O:13][CH2:12][CH2:11][N:4]2[C:5]3[CH:10]=[CH:9][CH:8]=[CH:7][C:6]=3[O:1][CH2:2][CH2:3]2)=[CH:21][CH:20]=1)(=[O:29])[CH3:27], predict the reactants needed to synthesize it. The reactants are: [O:1]1[C:6]2[CH:7]=[CH:8][CH:9]=[CH:10][C:5]=2[N:4]([CH2:11][CH2:12][O:13][C:14]2[CH:21]=[CH:20][CH:19]=[CH:18][C:15]=2C=O)[CH2:3][CH2:2]1.Cl.C([O:25][C:26](=[O:29])[CH2:27]N)C.[CH2:30]([N:32](CC)[CH2:33]C)[CH3:31].[BH4-].[Na+].